From a dataset of Reaction yield outcomes from USPTO patents with 853,638 reactions. Predict the reaction yield, written as a fraction of the theoretical maximum amount of product (1.0 means a 100% yield; for example, 0.34 means a 34% yield). The reactants are [C:1]([O:5][C:6]([N:8]1[CH2:13][CH2:12][O:11][C:10]2[CH:14]=[C:15](Br)[CH:16]=[N:17][C:9]1=2)=[O:7])([CH3:4])([CH3:3])[CH3:2].[C:19]([O:23]CC1C=CC=CC=1)(=[O:22])[CH:20]=[CH2:21].CC1C=CC=CC=1P(C1C=CC=CC=1C)C1C=CC=CC=1C.CCN(C(C)C)C(C)C.N#N. The catalyst is C(#N)CC.CC([O-])=O.CC([O-])=O.[Pd+2]. The product is [C:1]([O:5][C:6]([N:8]1[CH2:13][CH2:12][O:11][C:10]2[CH:14]=[C:15](/[CH:21]=[CH:20]/[C:19]([OH:23])=[O:22])[CH:16]=[N:17][C:9]1=2)=[O:7])([CH3:4])([CH3:3])[CH3:2]. The yield is 0.730.